From a dataset of Catalyst prediction with 721,799 reactions and 888 catalyst types from USPTO. Predict which catalyst facilitates the given reaction. (1) Product: [F:17][C:2]1[C:11]2[C:6](=[CH:7][CH:8]=[CH:9][CH:10]=2)[C:5]([O:12][CH2:13][CH2:14][O:15][CH3:16])=[CH:4][N:3]=1. The catalyst class is: 16. Reactant: Cl[C:2]1[C:11]2[C:6](=[CH:7][CH:8]=[CH:9][CH:10]=2)[C:5]([O:12][CH2:13][CH2:14][O:15][CH3:16])=[CH:4][N:3]=1.[F-:17].[Cs+]. (2) Reactant: [OH:1][CH2:2][C:3]1[CH:8]=[CH:7][N:6]=[CH:5][CH:4]=1.[H-].[Na+].Cl[C:12]1[CH:18]=[CH:17][C:15]([NH2:16])=[C:14]([N+:19]([O-:21])=[O:20])[CH:13]=1. Product: [N+:19]([C:14]1[CH:13]=[C:12]([O:1][CH2:2][C:3]2[CH:8]=[CH:7][N:6]=[CH:5][CH:4]=2)[CH:18]=[CH:17][C:15]=1[NH2:16])([O-:21])=[O:20]. The catalyst class is: 44. (3) Reactant: [F:1][C:2]([C:12]#[C:13][C:14]1[CH:19]=[CH:18][C:17]([CH2:20][N:21]2[CH2:26][CH2:25][O:24][CH2:23][CH2:22]2)=[CH:16][CH:15]=1)=[CH:3][C:4]1[CH:11]=[CH:10][C:7]([C:8]#N)=[CH:6][CH:5]=1.[Li+].[OH-:28].Cl.[O:30]1C=COC=C1. Product: [F:1][C:2]([C:12]#[C:13][C:14]1[CH:19]=[CH:18][C:17]([CH2:20][N:21]2[CH2:26][CH2:25][O:24][CH2:23][CH2:22]2)=[CH:16][CH:15]=1)=[CH:3][C:4]1[CH:11]=[CH:10][C:7]([C:8]([OH:30])=[O:28])=[CH:6][CH:5]=1. The catalyst class is: 6. (4) Reactant: [F:1][CH:2]([F:13])[C:3]1[N:8]=[CH:7][C:6]([C@@H:9]([OH:12])[CH2:10][OH:11])=[CH:5][CH:4]=1.[Si:14](Cl)([C:17]([CH3:20])([CH3:19])[CH3:18])([CH3:16])[CH3:15].N1C=CN=C1.O. Product: [Si:14]([O:11][CH2:10][C@@H:9]([C:6]1[CH:7]=[N:8][C:3]([CH:2]([F:1])[F:13])=[CH:4][CH:5]=1)[OH:12])([C:17]([CH3:20])([CH3:19])[CH3:18])([CH3:16])[CH3:15]. The catalyst class is: 2. (5) Reactant: [OH-:1].[Na+].Br[C:4]1[CH:5]=[CH:6][C:7]([NH:11][C:12]2[CH:13]=[C:14]([NH:20][C@@H:21]3[CH2:26][CH2:25][CH2:24][CH2:23][C@@H:22]3[NH:27][C:28](=[O:34])[O:29][C:30]([CH3:33])([CH3:32])[CH3:31])[CH:15]=[N:16][C:17]=2[C:18]#[N:19])=[N:8][C:9]=1[CH3:10].C(P(C(C)(C)C)C1C(C)=C(C)C(C)=C(C)C=1C1C(C(C)C)=CC(C(C)C)=CC=1C(C)C)(C)(C)C.[O:69]1CCOCC1. Product: [C:18]([C:17]1[N:16]=[CH:15][C:14]([NH:20][C@@H:21]2[CH2:26][CH2:25][CH2:24][CH2:23][C@@H:22]2[NH:27][C:28](=[O:34])[O:29][C:30]([CH3:33])([CH3:32])[CH3:31])=[CH:13][C:12]=1[NH:11][C:7]1[CH:6]=[CH:5][C:4]([OH:69])=[C:9]([CH3:10])[N:8]=1)(=[O:1])[NH2:19]. The catalyst class is: 110.